Regression. Given a peptide amino acid sequence and an MHC pseudo amino acid sequence, predict their binding affinity value. This is MHC class II binding data. From a dataset of Peptide-MHC class II binding affinity with 134,281 pairs from IEDB. (1) The peptide sequence is EKLKKVLEVYEARLS. The MHC is DRB1_1302 with pseudo-sequence DRB1_1302. The binding affinity (normalized) is 0.253. (2) The peptide sequence is EFGKAKGSRAIWYMW. The MHC is DRB1_0301 with pseudo-sequence DRB1_0301. The binding affinity (normalized) is 0.196. (3) The peptide sequence is NDKFLANVSTVLTGK. The MHC is DRB1_0401 with pseudo-sequence DRB1_0401. The binding affinity (normalized) is 0.616. (4) The peptide sequence is KNLIPSSASPWSWPD. The MHC is HLA-DQA10201-DQB10301 with pseudo-sequence HLA-DQA10201-DQB10301. The binding affinity (normalized) is 0.744.